Dataset: Reaction yield outcomes from USPTO patents with 853,638 reactions. Task: Predict the reaction yield, written as a fraction of the theoretical maximum amount of product (1.0 means a 100% yield; for example, 0.34 means a 34% yield). (1) The reactants are [C:1]([N:8]1[CH2:13][CH2:12][CH2:11][CH2:10][CH:9]1[C:14]#[N:15])([O:3][C:4]([CH3:7])([CH3:6])[CH3:5])=[O:2].Cl.[NH2:17][OH:18].C(N(CC)CC)C. The catalyst is C(O)C. The product is [NH2:15]/[C:14](=[N:17]\[OH:18])/[CH:9]1[CH2:10][CH2:11][CH2:12][CH2:13][N:8]1[C:1]([O:3][C:4]([CH3:7])([CH3:6])[CH3:5])=[O:2]. The yield is 0.950. (2) The reactants are Br[C:2]1[C:3]([C:10]#[N:11])=[CH:4][S:5][C:6]=1[N+:7]([O-:9])=[O:8].C([Sn](CCCC)(CCCC)[C:17]1[N:18]=[CH:19][S:20][CH:21]=1)CCC.O1CCOCC1. The catalyst is C1C=CC([P]([Pd]([P](C2C=CC=CC=2)(C2C=CC=CC=2)C2C=CC=CC=2)([P](C2C=CC=CC=2)(C2C=CC=CC=2)C2C=CC=CC=2)[P](C2C=CC=CC=2)(C2C=CC=CC=2)C2C=CC=CC=2)(C2C=CC=CC=2)C2C=CC=CC=2)=CC=1.CN(C=O)C. The product is [N+:7]([C:6]1[S:5][CH:4]=[C:3]([C:10]#[N:11])[C:2]=1[C:17]1[N:18]=[CH:19][S:20][CH:21]=1)([O-:9])=[O:8]. The yield is 0.450. (3) The reactants are [CH:1](=O)[C:2]1[CH:7]=[CH:6][C:5]([O:8][CH3:9])=[CH:4][CH:3]=1.[NH2:11][C:12]1[N:13]=[N:14][C:15]([CH3:18])=[CH:16][CH:17]=1.C([O:21][C:22](=O)[C:23]([OH:36])=[CH:24][C:25]([C:27]1[CH:32]=[CH:31][C:30]([CH:33]([CH3:35])[CH3:34])=[CH:29][CH:28]=1)=[O:26])C. No catalyst specified. The product is [OH:36][C:23]1[C:22](=[O:21])[N:11]([C:12]2[N:13]=[N:14][C:15]([CH3:18])=[CH:16][CH:17]=2)[CH:1]([C:2]2[CH:7]=[CH:6][C:5]([O:8][CH3:9])=[CH:4][CH:3]=2)[C:24]=1[C:25](=[O:26])[C:27]1[CH:32]=[CH:31][C:30]([CH:33]([CH3:35])[CH3:34])=[CH:29][CH:28]=1. The yield is 0.140. (4) The reactants are [CH:1]([C:4]1[CH:9]=[CH:8][C:7]([CH:10]2[C:14]3[C:15]([CH3:22])=[C:16]([OH:21])[C:17]([CH3:20])=[C:18]([CH3:19])[C:13]=3[O:12][C:11]2([CH3:24])[CH3:23])=[CH:6][CH:5]=1)([CH3:3])[CH3:2].[C:25]1([CH2:31][CH2:32]O)[CH:30]=[CH:29][CH:28]=[CH:27][CH:26]=1.C1(P(C2C=CC=CC=2)C2C=CC=CC=2)C=CC=CC=1.N(C(OCC)=O)=NC(OCC)=O. The catalyst is O1CCCC1. The product is [CH:1]([C:4]1[CH:9]=[CH:8][C:7]([CH:10]2[C:14]3[C:15]([CH3:22])=[C:16]([O:21][CH2:32][CH2:31][C:25]4[CH:30]=[CH:29][CH:28]=[CH:27][CH:26]=4)[C:17]([CH3:20])=[C:18]([CH3:19])[C:13]=3[O:12][C:11]2([CH3:24])[CH3:23])=[CH:6][CH:5]=1)([CH3:3])[CH3:2]. The yield is 0.110. (5) The catalyst is CC(O)=O. The yield is 0.800. The reactants are [N+:1]([C:4]1[CH:10]=[CH:9][C:7]([NH2:8])=[CH:6][CH:5]=1)([O-:3])=[O:2].[Br:11]Br. The product is [Br:11][C:9]1[CH:10]=[C:4]([N+:1]([O-:3])=[O:2])[CH:5]=[CH:6][C:7]=1[NH2:8].